Dataset: Forward reaction prediction with 1.9M reactions from USPTO patents (1976-2016). Task: Predict the product of the given reaction. (1) Given the reactants [Li].Br[CH:3]1[CH:7]2[CH2:8][CH2:9][CH:4]1[CH2:5][CH2:6]2.[C:10](=[O:12])=[O:11].O1CCC[CH2:14]1, predict the reaction product. The product is: [CH:7]12[CH:3]([CH2:14][C:10]([OH:12])=[O:11])[CH:4]([CH2:9][CH2:8]1)[CH2:5][CH2:6]2. (2) Given the reactants [Br:1][C:2]1[C:11]([N+:12]([O-])=O)=[CH:10][C:5]([C:6]([O:8][CH3:9])=[O:7])=[C:4]([Cl:15])[CH:3]=1.[BH4-].[Na+], predict the reaction product. The product is: [NH2:12][C:11]1[C:2]([Br:1])=[CH:3][C:4]([Cl:15])=[C:5]([CH:10]=1)[C:6]([O:8][CH3:9])=[O:7]. (3) Given the reactants I[C:2]1[O:3][C:4]([C:7]2[CH:8]=[C:9]3[C:13](=[CH:14][CH:15]=2)[NH:12][N:11]=[C:10]3[CH3:16])=[CH:5][N:6]=1.[CH2:17]([NH2:24])[C:18]1[CH:23]=[CH:22][CH:21]=[CH:20][CH:19]=1.CN1C(=O)CCC1.CO, predict the reaction product. The product is: [CH2:17]([NH:24][C:2]1[O:3][C:4]([C:7]2[CH:8]=[C:9]3[C:13](=[CH:14][CH:15]=2)[NH:12][N:11]=[C:10]3[CH3:16])=[CH:5][N:6]=1)[C:18]1[CH:23]=[CH:22][CH:21]=[CH:20][CH:19]=1. (4) Given the reactants [CH3:1][C:2]([CH3:29])([CH:4]([OH:28])[C@H:5]([NH:8]C(C1C=CC=CC=1)(C1C=CC=CC=1)C1C=CC=CC=1)[CH2:6][CH3:7])[CH3:3].FC(F)(F)C(O)=O, predict the reaction product. The product is: [NH2:8][C@H:5]([CH2:6][CH3:7])[CH:4]([OH:28])[C:2]([CH3:29])([CH3:3])[CH3:1]. (5) Given the reactants [CH3:1][O:2][C:3]1[CH:10]=[C:9]([O:11][CH3:12])[C:8]([C:13]([N:15]2[CH2:20][CH2:19][C:18]3([O:25][C:24]4[CH:26]=[CH:27][CH:28]=[CH:29][C:23]=4[N:22]4[CH:30]=[CH:31][CH:32]=[C:21]34)[CH2:17][CH2:16]2)=[O:14])=[CH:7][C:4]=1[CH:5]=[O:6].CO, predict the reaction product. The product is: [OH:6][CH2:5][C:4]1[C:3]([O:2][CH3:1])=[CH:10][C:9]([O:11][CH3:12])=[C:8]([C:13]([N:15]2[CH2:16][CH2:17][C:18]3([O:25][C:24]4[CH:26]=[CH:27][CH:28]=[CH:29][C:23]=4[N:22]4[CH:30]=[CH:31][CH:32]=[C:21]34)[CH2:19][CH2:20]2)=[O:14])[CH:7]=1.